From a dataset of Peptide-MHC class II binding affinity with 134,281 pairs from IEDB. Regression. Given a peptide amino acid sequence and an MHC pseudo amino acid sequence, predict their binding affinity value. This is MHC class II binding data. (1) The peptide sequence is VLSYVIGLLPPDMVV. The MHC is H-2-IAb with pseudo-sequence H-2-IAb. The binding affinity (normalized) is 0.228. (2) The MHC is HLA-DQA10601-DQB10402 with pseudo-sequence HLA-DQA10601-DQB10402. The binding affinity (normalized) is 0.420. The peptide sequence is FSSAGGFFTSVGKGI. (3) The peptide sequence is SGSEAYQGVQQKWDA. The MHC is HLA-DQA10401-DQB10402 with pseudo-sequence HLA-DQA10401-DQB10402. The binding affinity (normalized) is 0.252. (4) The peptide sequence is VSTIVPYIGPALNIV. The MHC is HLA-DPA10201-DPB10101 with pseudo-sequence HLA-DPA10201-DPB10101. The binding affinity (normalized) is 0.433. (5) The peptide sequence is LITPAEKVVYKLLRF. The MHC is DRB1_0401 with pseudo-sequence DRB1_0401. The binding affinity (normalized) is 0.241. (6) The peptide sequence is PWQSGSGGVWREMHH. The MHC is DRB3_0101 with pseudo-sequence DRB3_0101. The binding affinity (normalized) is 0. (7) The binding affinity (normalized) is 0. The peptide sequence is HLYYNSNIGKII. The MHC is HLA-DPA10201-DPB10501 with pseudo-sequence HLA-DPA10201-DPB10501.